Dataset: Reaction yield outcomes from USPTO patents with 853,638 reactions. Task: Predict the reaction yield, written as a fraction of the theoretical maximum amount of product (1.0 means a 100% yield; for example, 0.34 means a 34% yield). (1) The reactants are C[O:2][C:3](=[O:28])/[CH:4]=[CH:5]/[C:6]1[CH:7]=[CH:8][C:9]2[O:25][C:12]3([CH2:17][CH2:16][N:15]([C:18]([O:20][C:21]([CH3:24])([CH3:23])[CH3:22])=[O:19])[CH2:14][CH2:13]3)[C:11](=[O:26])[C:10]=2[CH:27]=1.[OH-].[Na+]. No catalyst specified. The product is [C:21]([O:20][C:18]([N:15]1[CH2:16][CH2:17][C:12]2([C:11](=[O:26])[C:10]3[CH:27]=[C:6](/[CH:5]=[CH:4]/[C:3]([OH:28])=[O:2])[CH:7]=[CH:8][C:9]=3[O:25]2)[CH2:13][CH2:14]1)=[O:19])([CH3:24])([CH3:22])[CH3:23]. The yield is 0.980. (2) The reactants are [C:1]([N:4]1[CH2:9][CH2:8][CH:7]([N:10]2[CH:14]([CH3:15])[C:13]3[CH:16]=[C:17]([C:20]4[C:28]5[C:23](=[CH:24][C:25]([F:29])=[CH:26][CH:27]=5)[N:22](C(OC(C)(C)C)=O)[CH:21]=4)[CH:18]=[CH:19][C:12]=3[S:11]2(=[O:38])=[O:37])[CH2:6][CH2:5]1)(=[O:3])[CH3:2].Cl.C([O-])(O)=O.[Na+]. The yield is 0.940. The catalyst is C(OCC)(=O)C. The product is [F:29][C:25]1[CH:24]=[C:23]2[C:28]([C:20]([C:17]3[CH:18]=[CH:19][C:12]4[S:11](=[O:38])(=[O:37])[N:10]([CH:7]5[CH2:8][CH2:9][N:4]([C:1](=[O:3])[CH3:2])[CH2:5][CH2:6]5)[CH:14]([CH3:15])[C:13]=4[CH:16]=3)=[CH:21][NH:22]2)=[CH:27][CH:26]=1. (3) The reactants are Cl.[C:2](=[NH:7])(OCC)[CH3:3].[NH:8]([C:10]([O:12][C:13]([CH3:16])([CH3:15])[CH3:14])=[O:11])[NH2:9].Br.Br[CH2:19][C:20]([C:22]1[CH:23]=[N:24][CH:25]=[CH:26][CH:27]=1)=O. The catalyst is CCO. The product is [CH3:3][C:2]1[N:9]([NH:8][C:10](=[O:11])[O:12][C:13]([CH3:16])([CH3:15])[CH3:14])[CH:19]=[C:20]([C:22]2[CH:23]=[N:24][CH:25]=[CH:26][CH:27]=2)[N:7]=1. The yield is 0.173. (4) The reactants are [F:1][C:2]([F:42])([F:41])[C@H:3]([N:28]1[CH2:32][CH2:31][C@H:30]([NH:33][C:34](=[O:40])[O:35][C:36]([CH3:39])([CH3:38])[CH3:37])[CH2:29]1)[C:4]1[CH:5]=[CH:6][C:7]2[N:8]([C:10]([C:13]3[CH:22]=[CH:21][C:20]4[C:15](=[CH:16][C:17]([O:24][CH2:25][CH2:26][OH:27])=[C:18]([F:23])[CH:19]=4)[N:14]=3)=[N:11][N:12]=2)[CH:9]=1.[C:43]([O:47][C:48]([NH:50][C@@H:51]([CH:55]([CH3:57])[CH3:56])[C:52](O)=[O:53])=[O:49])([CH3:46])([CH3:45])[CH3:44].C1CCC(N=C=NC2CCCCC2)CC1.O. The catalyst is C(Cl)Cl.CN(C1C=CN=CC=1)C. The product is [C:43]([O:47][C:48]([NH:50][C@@H:51]([CH:55]([CH3:57])[CH3:56])[C:52]([O:27][CH2:26][CH2:25][O:24][C:17]1[CH:16]=[C:15]2[C:20]([CH:21]=[CH:22][C:13]([C:10]3[N:8]4[CH:9]=[C:4]([C@@H:3]([N:28]5[CH2:32][CH2:31][C@H:30]([NH:33][C:34]([O:35][C:36]([CH3:39])([CH3:37])[CH3:38])=[O:40])[CH2:29]5)[C:2]([F:1])([F:41])[F:42])[CH:5]=[CH:6][C:7]4=[N:12][N:11]=3)=[N:14]2)=[CH:19][C:18]=1[F:23])=[O:53])=[O:49])([CH3:46])([CH3:45])[CH3:44]. The yield is 0.820. (5) The reactants are [NH2:1][CH:2]1[CH2:5][N:4]([CH2:6][C:7]2[CH:8]=[C:9]([C:22]3[N:27]=[C:26]([CH3:28])[N:25]=[C:24]([NH2:29])[N:23]=3)[C:10]([NH:13][C:14]3[CH:15]=[N:16][C:17]([O:20][CH3:21])=[CH:18][CH:19]=3)=[N:11][CH:12]=2)[CH2:3]1.C(N(CC)CC)C.[CH3:37][S:38](Cl)(=[O:40])=[O:39]. The catalyst is C(Cl)Cl. The product is [NH2:29][C:24]1[N:25]=[C:26]([CH3:28])[N:27]=[C:22]([C:9]2[CH:8]=[C:7]([CH2:6][N:4]3[CH2:5][CH:2]([NH:1][S:38]([CH3:37])(=[O:40])=[O:39])[CH2:3]3)[CH:12]=[N:11][C:10]=2[NH:13][C:14]2[CH:15]=[N:16][C:17]([O:20][CH3:21])=[CH:18][CH:19]=2)[N:23]=1. The yield is 0.0700. (6) The product is [Br:11][C:9]1[CH:10]=[C:4]([N+:1]([O-:3])=[O:2])[CH:5]=[CH:6][C:7]=1[NH2:8]. The yield is 0.720. The catalyst is CC(O)=O. The reactants are [N+:1]([C:4]1[CH:10]=[CH:9][C:7]([NH2:8])=[CH:6][CH:5]=1)([O-:3])=[O:2].[Br:11]Br. (7) The reactants are [Br:1]N1C(=O)CCC1=O.[Br:9][C:10]1[CH:11]=[CH:12][C:13]([CH2:20][CH3:21])=[C:14]([CH:19]=1)[C:15]([O:17][CH3:18])=[O:16]. The product is [Br:9][C:10]1[CH:11]=[CH:12][C:13]([CH:20]([Br:1])[CH3:21])=[C:14]([CH:19]=1)[C:15]([O:17][CH3:18])=[O:16]. The yield is 1.04. The catalyst is C(Cl)(Cl)(Cl)Cl.N(C(C)(C)C#N)=NC(C)(C)C#N.